Dataset: Reaction yield outcomes from USPTO patents with 853,638 reactions. Task: Predict the reaction yield, written as a fraction of the theoretical maximum amount of product (1.0 means a 100% yield; for example, 0.34 means a 34% yield). (1) The reactants are [C:1]1([NH2:11])[C:10]2[C:5](=[CH:6][CH:7]=[CH:8][CH:9]=2)[CH:4]=[CH:3][CH:2]=1.[CH3:12][S:13][C:14](SC)=[CH:15][N+:16]([O-:18])=[O:17]. The catalyst is C(O)C. The product is [CH3:12][S:13]/[C:14](/[NH:11][C:1]1[C:10]2[C:5](=[CH:6][CH:7]=[CH:8][CH:9]=2)[CH:4]=[CH:3][CH:2]=1)=[CH:15]\[N+:16]([O-:18])=[O:17]. The yield is 0.730. (2) The reactants are Cl.[F:2][C:3]1[CH:4]=[CH:5][C:6]2[N:7]([C:9]([C:12](=[NH:14])[NH2:13])=[CH:10][N:11]=2)[CH:8]=1.[C:15](OCC)(=[O:22])[CH2:16][C:17](OCC)=[O:18].[Na]. The catalyst is CO. The product is [F:2][C:3]1[CH:4]=[CH:5][C:6]2[N:7]([C:9]([C:12]3[N:13]=[C:17]([OH:18])[CH:16]=[C:15]([OH:22])[N:14]=3)=[CH:10][N:11]=2)[CH:8]=1. The yield is 0.530. (3) The reactants are O[CH2:2][CH2:3][N:4]([CH2:14][CH2:15]O)[C:5]1[C:9]2[CH:10]=[CH:11][CH:12]=[CH:13][C:8]=2[S:7][N:6]=1.C([N:19](CC)CC)C.CS(Cl)(=O)=O. The catalyst is C(#N)C. The product is [N:4]1([C:5]2[C:9]3[CH:10]=[CH:11][CH:12]=[CH:13][C:8]=3[S:7][N:6]=2)[CH2:14][CH2:15][NH:19][CH2:2][CH2:3]1. The yield is 0.710. (4) The reactants are F[C:2]1[CH:7]=[CH:6][CH:5]=[CH:4][N:3]=1.[NH:8]1[CH2:12][CH2:11][CH:10]([NH:13][C:14](=[O:20])[O:15][C:16]([CH3:19])([CH3:18])[CH3:17])[CH2:9]1. The catalyst is CCOCC. The product is [N:3]1[CH:4]=[CH:5][CH:6]=[CH:7][C:2]=1[N:8]1[CH2:12][CH2:11][CH:10]([NH:13][C:14](=[O:20])[O:15][C:16]([CH3:18])([CH3:17])[CH3:19])[CH2:9]1. The yield is 0.982. (5) The reactants are [CH3:1][CH2:2][O:3][C:4]([CH2:6]P(OCC)(OCC)=O)=[O:5].[Li+].CC([N-]C(C)C)C.[CH3:23][O:24][C:25]1[CH:26]=[C:27]([C:31]([CH3:35])([CH3:34])[CH:32]=O)[CH:28]=[CH:29][CH:30]=1.[Cl-].[NH4+]. The catalyst is C1COCC1.CCCCCCC.C(C1C=CC=CC=1)C.O1CCCC1. The product is [CH2:2]([O:3][C:4](=[O:5])/[CH:6]=[CH:35]/[C:31]([C:27]1[CH:28]=[CH:29][CH:30]=[C:25]([O:24][CH3:23])[CH:26]=1)([CH3:32])[CH3:34])[CH3:1]. The yield is 0.804. (6) The reactants are [H-].[Al+3].[Li+].[H-].[H-].[H-].[Cl:7][C:8]1[CH:16]=[CH:15][C:14]([OH:17])=[CH:13][C:9]=1[C:10](O)=[O:11].Cl. The catalyst is O1CCCC1.O.O1CCCC1. The product is [Cl:7][C:8]1[CH:16]=[CH:15][C:14]([OH:17])=[CH:13][C:9]=1[CH2:10][OH:11]. The yield is 1.00. (7) The reactants are [C:1]([C:5]1[CH:10]=[C:9]([CH3:11])[C:8]([N+:12]([O-:14])=[O:13])=[CH:7][C:6]=1[N+:15]([O-:17])=[O:16])([CH3:4])([CH3:3])[CH3:2].C(C1C=CC([N+]([O-])=O)=C(C)C=1[N+]([O-])=O)(C)(C)C.C[C:36]([N:38]([CH3:40])[CH3:39])=O. The catalyst is CN(C=O)C. The product is [C:1]([C:5]1[C:6]([N+:15]([O-:17])=[O:16])=[CH:7][C:8]([N+:12]([O-:14])=[O:13])=[C:9](/[CH:11]=[CH:36]/[N:38]([CH3:40])[CH3:39])[CH:10]=1)([CH3:4])([CH3:2])[CH3:3]. The yield is 0.680. (8) The reactants are [I:1][C:2]1[C:6]([C:7](O)=[O:8])=[CH:5][N:4]([CH:10]2[CH2:15][CH2:14][CH2:13][CH2:12][O:11]2)[N:3]=1. The catalyst is C1COCC1. The product is [I:1][C:2]1[C:6]([CH2:7][OH:8])=[CH:5][N:4]([CH:10]2[CH2:15][CH2:14][CH2:13][CH2:12][O:11]2)[N:3]=1. The yield is 0.470. (9) The reactants are [C:1]([N:4]1[C:13]2[C:8](=[CH:9][CH:10]=[CH:11][CH:12]=2)[C:7](=[N:14][C:15]2[CH:20]=[CH:19][C:18]([CH2:21][O:22][Si:23]([C:36]([CH3:39])([CH3:38])[CH3:37])([C:30]3[CH:35]=[CH:34][CH:33]=[CH:32][CH:31]=3)[C:24]3[CH:29]=[CH:28][CH:27]=[CH:26][CH:25]=3)=[CH:17][CH:16]=2)[CH2:6][CH:5]1[CH3:40])(=[O:3])[CH3:2].[BH4-].[Na+].O.O.O.O.O.O.O.[Cl-].[Cl-].[Cl-].[Ce+3].Cl.C(=O)([O-])O.[Na+]. The catalyst is CO. The product is [C:1]([N:4]1[C:13]2[C:8](=[CH:9][CH:10]=[CH:11][CH:12]=2)[CH:7]([NH:14][C:15]2[CH:20]=[CH:19][C:18]([CH2:21][O:22][Si:23]([C:36]([CH3:39])([CH3:38])[CH3:37])([C:24]3[CH:29]=[CH:28][CH:27]=[CH:26][CH:25]=3)[C:30]3[CH:31]=[CH:32][CH:33]=[CH:34][CH:35]=3)=[CH:17][CH:16]=2)[CH2:6][CH:5]1[CH3:40])(=[O:3])[CH3:2]. The yield is 0.850.